Task: Predict the reaction yield, written as a fraction of the theoretical maximum amount of product (1.0 means a 100% yield; for example, 0.34 means a 34% yield).. Dataset: Reaction yield outcomes from USPTO patents with 853,638 reactions (1) The reactants are [CH3:1][O:2][C:3](=[O:18])[C:4](=O)[CH2:5][C:6](=[O:16])/[CH:7]=[CH:8]/[C:9]1[CH:14]=[CH:13][C:12]([Cl:15])=[CH:11][CH:10]=1.C([O-])(=O)C.[NH4+:23]. The catalyst is CO. The product is [CH3:1][O:2][C:3](=[O:18])/[C:4](/[NH2:23])=[CH:5]/[C:6](=[O:16])/[CH:7]=[CH:8]/[C:9]1[CH:14]=[CH:13][C:12]([Cl:15])=[CH:11][CH:10]=1. The yield is 0.740. (2) The catalyst is CN(C1C=CN=CC=1)C.CCOC(C)=O. The yield is 0.790. The product is [CH:22]([O:35][C:36]1[C:37]2[C:49](=[O:50])[N:48]([CH2:51][C:52]3[CH:57]=[CH:56][C:55]([F:58])=[CH:54][CH:53]=3)[CH2:47][C:38]=2[C:39]([O:46][S:18]([C:14]2[S:13][C:12]([NH:11][C:8](=[O:10])[CH3:9])=[N:16][C:15]=2[CH3:17])(=[O:19])=[O:20])=[C:40]2[C:45]=1[N:44]=[CH:43][CH:42]=[CH:41]2)([C:23]1[CH:28]=[CH:27][CH:26]=[CH:25][CH:24]=1)[C:29]1[CH:30]=[CH:31][CH:32]=[CH:33][CH:34]=1. The reactants are C(N(CC)CC)C.[C:8]([NH:11][C:12]1[S:13][C:14]([S:18](Cl)(=[O:20])=[O:19])=[C:15]([CH3:17])[N:16]=1)(=[O:10])[CH3:9].[CH:22]([O:35][C:36]1[C:37]2[C:49](=[O:50])[N:48]([CH2:51][C:52]3[CH:57]=[CH:56][C:55]([F:58])=[CH:54][CH:53]=3)[CH2:47][C:38]=2[C:39]([OH:46])=[C:40]2[C:45]=1[N:44]=[CH:43][CH:42]=[CH:41]2)([C:29]1[CH:34]=[CH:33][CH:32]=[CH:31][CH:30]=1)[C:23]1[CH:28]=[CH:27][CH:26]=[CH:25][CH:24]=1.CCOC(C)=O.CCCCCC.